From a dataset of CYP3A4 inhibition data for predicting drug metabolism from PubChem BioAssay. Regression/Classification. Given a drug SMILES string, predict its absorption, distribution, metabolism, or excretion properties. Task type varies by dataset: regression for continuous measurements (e.g., permeability, clearance, half-life) or binary classification for categorical outcomes (e.g., BBB penetration, CYP inhibition). Dataset: cyp3a4_veith. (1) The drug is COC(=O)Cc1c(C)nc2nc(NCc3ccccc3OC)[nH]n2c1=O. The result is 0 (non-inhibitor). (2) The result is 1 (inhibitor). The compound is COc1ccc(-c2nc3cnc(OC)nc3n(C)c2=O)cc1. (3) The molecule is CCCc1cc(COC)c(C#N)c(=O)[nH]1. The result is 0 (non-inhibitor).